Dataset: Full USPTO retrosynthesis dataset with 1.9M reactions from patents (1976-2016). Task: Predict the reactants needed to synthesize the given product. (1) Given the product [NH2:1][C:4]1[CH:14]=[CH:13][C:7]([C:8]([O:10][CH2:11][CH3:12])=[O:9])=[C:6]([NH:15][C@H:16]2[CH2:21][CH2:20][CH2:19][CH2:18][C@@H:17]2[N:22]2[CH2:26][CH2:25][CH2:24][CH2:23]2)[CH:5]=1, predict the reactants needed to synthesize it. The reactants are: [N+:1]([C:4]1[CH:14]=[CH:13][C:7]([C:8]([O:10][CH2:11][CH3:12])=[O:9])=[C:6]([NH:15][C@H:16]2[CH2:21][CH2:20][CH2:19][CH2:18][C@@H:17]2[N:22]2[CH2:26][CH2:25][CH2:24][CH2:23]2)[CH:5]=1)([O-])=O. (2) Given the product [CH3:15][C:5]1[C:4]([O:19][CH2:16][CH2:17][CH3:18])=[N:9][N:8]2[C:10]([NH2:13])=[N:11][N:12]=[C:7]2[C:6]=1[CH3:14], predict the reactants needed to synthesize it. The reactants are: [H-].[Na+].Cl[C:4]1[C:5]([CH3:15])=[C:6]([CH3:14])[C:7]2[N:8]([C:10]([NH2:13])=[N:11][N:12]=2)[N:9]=1.[CH2:16]([OH:19])[CH2:17][CH3:18]. (3) Given the product [NH2:2][CH:3]([CH3:34])[C:4]([NH:6][CH:7]([CH2:24][C:25]1[CH:30]=[C:29]([F:31])[C:28]([F:32])=[CH:27][C:26]=1[F:33])[CH2:8][C:9](=[O:23])[N:10]1[CH2:15][CH2:14][N:13]2[C:16]([C:19]([F:21])([F:20])[F:22])=[N:17][N:18]=[C:12]2[CH2:11]1)=[O:5], predict the reactants needed to synthesize it. The reactants are: Cl.[NH2:2][CH:3]([CH3:34])[C:4]([NH:6][CH:7]([CH2:24][C:25]1[CH:30]=[C:29]([F:31])[C:28]([F:32])=[CH:27][C:26]=1[F:33])[CH2:8][C:9](=[O:23])[N:10]1[CH2:15][CH2:14][N:13]2[C:16]([C:19]([F:22])([F:21])[F:20])=[N:17][N:18]=[C:12]2[CH2:11]1)=[O:5].C([O-])([O-])=O.[Na+].[Na+]. (4) Given the product [C:52]1([C:56]2[CH:57]=[CH:58][CH:59]=[CH:60][CH:61]=2)[CH:53]=[CH:54][CH:55]=[C:50]([C:46]2[O:47][C:48]([CH3:49])=[C:44]([CH2:43][CH2:42][O:41][C:39]3[CH:38]=[CH:37][C:36]([CH2:62][CH2:63][CH2:64][CH3:65])=[C:35]([CH:40]=3)[O:34][C:31]([CH3:32])([CH3:33])[C:30]([OH:66])=[O:29])[N:45]=2)[CH:51]=1, predict the reactants needed to synthesize it. The reactants are: C(OC(=O)C(OC1C=C(O)C=CC=1CCCC)(C)C)C.C(=O)([O-])[O-].[K+].[K+].C([O:29][C:30](=[O:66])[C:31]([O:34][C:35]1[CH:40]=[C:39]([O:41][CH2:42][CH2:43][C:44]2[N:45]=[C:46]([C:50]3[CH:51]=[C:52]([C:56]4[CH:61]=[CH:60][CH:59]=[CH:58][CH:57]=4)[CH:53]=[CH:54][CH:55]=3)[O:47][C:48]=2[CH3:49])[CH:38]=[CH:37][C:36]=1[CH2:62][CH2:63][CH2:64][CH3:65])([CH3:33])[CH3:32])C.[OH-].[Na+].